From a dataset of Forward reaction prediction with 1.9M reactions from USPTO patents (1976-2016). Predict the product of the given reaction. (1) Given the reactants CI.[C:3]([C:7]1[CH:8]=[C:9]([C:25](=[O:27])[CH3:26])[CH:10]=[C:11]([N:15]2[CH2:19][C@@H:18]([O:20][CH2:21][O:22][CH3:23])[C@H:17]([OH:24])[CH2:16]2)[C:12]=1[O:13][CH3:14])([CH3:6])([CH3:5])[CH3:4].[C:28]1(C)C=CC=CC=1.C(OCC)(=O)C, predict the reaction product. The product is: [C:3]([C:7]1[CH:8]=[C:9]([C:25](=[O:27])[CH3:26])[CH:10]=[C:11]([N:15]2[CH2:19][C@@H:18]([O:20][CH2:21][O:22][CH3:23])[C@H:17]([O:24][CH3:28])[CH2:16]2)[C:12]=1[O:13][CH3:14])([CH3:6])([CH3:4])[CH3:5]. (2) Given the reactants [CH3:1][C:2]1[CH:3]=[N:4][C:5]([CH2:11][S+:12]([O-:24])[C:13]2[NH:14][C:15]3[CH:16]=[CH:17][C:18]([O:22][CH3:23])=[CH:19][C:20]=3[N:21]=2)=[C:6]([CH3:10])[C:7]=1[O:8][CH3:9].CC(C)=O.[OH-].[Na+:30], predict the reaction product. The product is: [CH3:1][C:2]1[CH:3]=[N:4][C:5]([CH2:11][S+:12]([O-:24])[C:13]2[N-:14][C:15]3[CH:16]=[CH:17][C:18]([O:22][CH3:23])=[CH:19][C:20]=3[N:21]=2)=[C:6]([CH3:10])[C:7]=1[O:8][CH3:9].[Na+:30]. (3) The product is: [C:14]1([C:1]2[CH:10]=[CH:5][C:4]([C:4]3[C:3]4[C:2](=[CH:6][CH:7]=[CH:8][CH:9]=4)[C:1]([B:11]([OH:13])[OH:12])=[C:10]4[C:5]=3[CH:6]=[CH:7][CH:8]=[CH:9]4)=[CH:3][CH:2]=2)[C:23]2[C:18](=[CH:19][CH:20]=[CH:21][CH:22]=2)[CH:17]=[CH:16][CH:15]=1. Given the reactants [C:1]1([B:11]([OH:13])[OH:12])[C:10]2[C:5](=[CH:6][CH:7]=[CH:8][CH:9]=2)[CH:4]=[CH:3][CH:2]=1.[CH:14]1[C:23]2[C:18](=[CH:19][CH:20]=[CH:21][CH:22]=2)[CH:17]=[CH:16][C:15]=1B(O)O, predict the reaction product. (4) Given the reactants O[CH:2]1[C:10]2[C:5](=[CH:6][C:7]([CH2:13][C:14]3[CH:19]=[CH:18][C:17]([C:20]4[N:21]=[N:22][N:23]([CH3:25])[CH:24]=4)=[CH:16][CH:15]=3)=[C:8]([CH3:12])[C:9]=2[CH3:11])[C:4](=[O:26])[N:3]1[CH2:27][C@@H:28]1[CH2:32][CH2:31][CH2:30][O:29]1.C([SiH](CC)CC)C, predict the reaction product. The product is: [CH3:11][C:9]1[C:8]([CH3:12])=[C:7]([CH2:13][C:14]2[CH:15]=[CH:16][C:17]([C:20]3[N:21]=[N:22][N:23]([CH3:25])[CH:24]=3)=[CH:18][CH:19]=2)[CH:6]=[C:5]2[C:10]=1[CH2:2][N:3]([CH2:27][C@@H:28]1[CH2:32][CH2:31][CH2:30][O:29]1)[C:4]2=[O:26].